Predict the reactants needed to synthesize the given product. From a dataset of Full USPTO retrosynthesis dataset with 1.9M reactions from patents (1976-2016). (1) Given the product [Br:1][C:2]1[CH:10]=[C:9]([F:11])[C:8]([F:12])=[CH:7][C:3]=1[C:4]([O:6][CH3:13])=[O:5], predict the reactants needed to synthesize it. The reactants are: [Br:1][C:2]1[CH:10]=[C:9]([F:11])[C:8]([F:12])=[CH:7][C:3]=1[C:4]([OH:6])=[O:5].[C:13](Cl)(=O)C(Cl)=O.ClCCl. (2) Given the product [CH:19]1([CH3:18])[CH2:20][CH2:21][CH:22]([CH:26]([CH3:27])[CH3:28])[CH:23]([OH:25])[CH2:24]1, predict the reactants needed to synthesize it. The reactants are: O[C@H](C)CC(OC1(C)CCC(C(C)C)CC1)=O.[CH3:18][C@H:19]1[CH2:24][C@@H:23]([OH:25])[C@H:22]([CH:26]([CH3:28])[CH3:27])[CH2:21][CH2:20]1. (3) Given the product [CH3:27][C:25]1[N:1]=[C:2]2[S:3][CH:4]=[C:5]([C:16]3[CH:21]=[CH:20][CH:19]=[CH:18][CH:17]=3)[C:6]2=[C:7]([C:9]2[CH:14]=[CH:13][C:12]([CH3:15])=[CH:11][CH:10]=2)[C:24]=1[CH2:23][C:22]([O:29][CH3:30])=[O:28], predict the reactants needed to synthesize it. The reactants are: [NH2:1][C:2]1[S:3][CH:4]=[C:5]([C:16]2[CH:21]=[CH:20][CH:19]=[CH:18][CH:17]=2)[C:6]=1[C:7]([C:9]1[CH:14]=[CH:13][C:12]([CH3:15])=[CH:11][CH:10]=1)=O.[C:22]([O:29][CH3:30])(=[O:28])[CH2:23][CH2:24][C:25]([CH3:27])=O.Cl[Si](C)(C)C. (4) Given the product [N+:17]([C:14]1[CH:15]=[CH:16][C:11]([N:8]2[CH2:9][CH2:10][CH:6]([N:20]3[CH:24]=[CH:23][N:22]=[CH:21]3)[CH2:7]2)=[CH:12][CH:13]=1)([O-:19])=[O:18], predict the reactants needed to synthesize it. The reactants are: CS(O[CH:6]1[CH2:10][CH2:9][N:8]([C:11]2[CH:16]=[CH:15][C:14]([N+:17]([O-:19])=[O:18])=[CH:13][CH:12]=2)[CH2:7]1)(=O)=O.[NH:20]1[CH:24]=[CH:23][N:22]=[CH:21]1. (5) Given the product [F:1][C:2]1[C:15]([Cl:14])=[C:16]([Cl:17])[C:5]([Cl:9])=[C:4]([Cl:10])[C:3]=1[Cl:11], predict the reactants needed to synthesize it. The reactants are: [F:1][C:2]1C=C[CH:5]=[CH:4][CH:3]=1.[Al+3].[Cl-:9].[Cl-:10].[Cl-:11].ClCl.[Cl:14][CH2:15][CH2:16][Cl:17].